Dataset: M1 muscarinic receptor agonist screen with 61,833 compounds. Task: Binary Classification. Given a drug SMILES string, predict its activity (active/inactive) in a high-throughput screening assay against a specified biological target. (1) The compound is O=C(NCCCCNC(=O)c1cccnc1)c1cccnc1. The result is 0 (inactive). (2) The molecule is S(CC(=O)NCCN1CCOCC1)c1n(c(nn1)CSc1sc2c(n1)cccc2)C. The result is 0 (inactive). (3) The drug is O=C(NCc1cc2c(n(c(c2)C)C)cc1)CCC. The result is 0 (inactive).